Dataset: Drug-target binding data from BindingDB using IC50 measurements. Task: Regression. Given a target protein amino acid sequence and a drug SMILES string, predict the binding affinity score between them. We predict pIC50 (pIC50 = -log10(IC50 in M); higher means more potent). Dataset: bindingdb_ic50. (1) The compound is CN1CCN(c2ccc3nc(-c4cc(N)c(=O)n(C)c4)n(Cc4ccccc4)c3c2)CC1. The target protein sequence is NPPPPETSNPNKPKRQTNQLQYLLRVVLKTLWKHQFAWPFQQPVDAVKLNLPDYYKIIKTPMDMGTIKKRLENNYYWNAQECIQDFNTMFTNCYIYNKPGDDIVLMAEALEKLFLQKINELPTEE. The pIC50 is 7.1. (2) The small molecule is Nc1ccc(C(=O)/C=C/c2ccc(O)cc2)cc1. The target protein (P06278) has sequence MKQQKRLYARLLTLLFALIFLLPHSAAAAANLNGTLMQYFEWYMPNDGQHWKRLQNDSAYLAEHGITAVWIPPAYKGTSQADVGYGAYDLYDLGEFHQKGTVRTKYGTKGELQSAIKSLHSRDINVYGDVVINHKGGADATEDVTAVEVDPADRNRVISGEHRIKAWTHFHFPGRGSTYSDFKWHWYHFDGTDWDESRKLNRIYKFQGKAWDWEVSNENGNYDYLMYADIDYDHPDVAAEIKRWGTWYANELQLDGFRLDAVKHIKFSFLRDWVNHVREKTGKEMFTVAEYWQNDLGALENYLNKTNFNHSVFDVPLHYQFHAASTQGGGYDMRKLLNSTVVSKHPLKAVTFVDNHDTQPGQSLESTVQTWFKPLAYAFILTRESGYPQVFYGDMYGTKGDSQREIPALKHKIEPILKARKQYAYGAQHDYFDHHDIVGWTREGDSSVANSGLAALITDGPGGAKRMYVGRQNAGETWHDITGNRSEPVVINSEGWGEFH.... The pIC50 is 3.6. (3) The small molecule is CCCCCCCCCCCCCCC(N)CN(CC)CC. The target protein (P47713) has sequence MSFIDPYQHIIVEHQYSHKFTVVVLRATKVTKGTFGDMLDTPDPYVELFISTTPDSRKRTRHFNNDINPVWNETFEFILDPNQENVLEITLMDANYVMDETLGTATFPVSSMKVGEKKEVPFIFNQVTEMILEMSLEVCSCPDLRFSMALCDQEKTFRQQRKENIKENMKKLLGPKKSEGLYSTRDVPVVAILGSGGGFRAMVGFSGVMKALYESGILDCATYIAGLSGSTWYMSTLYSHPDFPEKGPEEINEELMKNVSHNPLLLLTPQKVKRYVESLWKKKSSGQPVTFTDIFGMLIGETLIQNRMSMTLSSLKEKVNAARCPLPLFTCLHVKPDVSELMFADWVEFSPYEIGMAKYGTFMAPDLFGSKFFMGTVVKKYEENPLHFLMGVWGSAFSILFNRVLGVSGSQNKGSTMEEELENITAKHIVSNDSSDSDDEAQGPKGTENEEAEKEYQSDNQASWVHRMLMALVSDSALFNTREGRAGKVHNFMLGLNLNT.... The pIC50 is 4.9.